From a dataset of Catalyst prediction with 721,799 reactions and 888 catalyst types from USPTO. Predict which catalyst facilitates the given reaction. (1) Reactant: [CH2:1]([NH:8][CH2:9][C:10]1[CH:15]=[CH:14][CH:13]=[CH:12][CH:11]=1)[C:2]1[CH:7]=[CH:6][CH:5]=[CH:4][CH:3]=1.[CH2:16]([C@H:18]1[O:20][CH2:19]1)[Cl:17]. Product: [Cl:17][CH2:16][C@@H:18]([OH:20])[CH2:19][N:8]([CH2:1][C:2]1[CH:7]=[CH:6][CH:5]=[CH:4][CH:3]=1)[CH2:9][C:10]1[CH:15]=[CH:14][CH:13]=[CH:12][CH:11]=1. The catalyst class is: 28. (2) Reactant: [F:1][C:2]1[CH:10]=[C:9]([O:11][CH3:12])[CH:8]=[CH:7][C:3]=1[C:4]([OH:6])=[O:5].C(=O)([O-])[O-].[K+].[K+].Br[CH2:20][CH:21]=[CH2:22].O. Product: [F:1][C:2]1[CH:10]=[C:9]([O:11][CH3:12])[CH:8]=[CH:7][C:3]=1[C:4]([O:6][CH2:22][CH:21]=[CH2:20])=[O:5]. The catalyst class is: 3. (3) Reactant: [Br:1][C:2]1[N:3]([CH2:24][O:25][CH2:26][CH2:27][Si:28]([CH3:31])([CH3:30])[CH3:29])[N:4]=[C:5]2[C:14]3[CH:13]=[CH:12][C:11](I)=[CH:10][C:9]=3[C:8]([C:16]3[C:21]([F:22])=[CH:20][CH:19]=[CH:18][C:17]=3[F:23])=[N:7][C:6]=12.O1CCOCC1.[NH:38]1[CH:42]=[C:41](B(O)O)[CH:40]=[N:39]1.C(=O)([O-])[O-].[Na+].[Na+]. Product: [Br:1][C:2]1[N:3]([CH2:24][O:25][CH2:26][CH2:27][Si:28]([CH3:31])([CH3:30])[CH3:29])[N:4]=[C:5]2[C:14]3[CH:13]=[CH:12][C:11]([C:41]4[CH:42]=[N:38][NH:39][CH:40]=4)=[CH:10][C:9]=3[C:8]([C:16]3[C:21]([F:22])=[CH:20][CH:19]=[CH:18][C:17]=3[F:23])=[N:7][C:6]=12. The catalyst class is: 103. (4) Reactant: Cl[C:2]1[C:7]([C:8]2[CH:9]=[C:10]([S:14]([NH2:17])(=[O:16])=[O:15])[CH:11]=[CH:12][CH:13]=2)=[C:6]([C:18]2[CH:23]=[CH:22][C:21]([F:24])=[CH:20][CH:19]=2)[N:5]=[C:4]([C:25]([F:28])([F:27])[F:26])[N:3]=1.[NH:29]1[CH2:34][CH2:33][NH:32][CH2:31][CH2:30]1. Product: [F:24][C:21]1[CH:22]=[CH:23][C:18]([C:6]2[C:7]([C:8]3[CH:9]=[C:10]([S:14]([NH2:17])(=[O:16])=[O:15])[CH:11]=[CH:12][CH:13]=3)=[C:2]([N:29]3[CH2:34][CH2:33][NH:32][CH2:31][CH2:30]3)[N:3]=[C:4]([C:25]([F:28])([F:27])[F:26])[N:5]=2)=[CH:19][CH:20]=1. The catalyst class is: 10.